Task: Predict the reaction yield, written as a fraction of the theoretical maximum amount of product (1.0 means a 100% yield; for example, 0.34 means a 34% yield).. Dataset: Reaction yield outcomes from USPTO patents with 853,638 reactions (1) The reactants are [CH3:1]OC(=O)C1C=CC(N(CC2C=CC=CC=2)S(C2C=CC(OC)=CC=2)(=O)=O)=CC=1.N1[CH:35]=[CH:34][CH:33]=[CH:32][C:31]=1[CH2:36][NH:37][CH2:38][C:39]1[CH:46]=[CH:45][C:42]([C:43]#[N:44])=[CH:41][CH:40]=1.[Cl:47][C:48]1[CH:53]=[C:52]([Cl:54])[CH:51]=[CH:50][C:49]=1[S:55](Cl)(=[O:57])=[O:56]. No catalyst specified. The product is [CH2:36]([N:37]([CH2:38][C:39]1[CH:46]=[CH:45][C:42]([C:43]#[N:44])=[CH:41][CH:40]=1)[S:55]([C:49]1[CH:50]=[CH:51][C:52]([Cl:54])=[CH:53][C:48]=1[Cl:47])(=[O:57])=[O:56])[C:31]1[CH:1]=[CH:35][CH:34]=[CH:33][CH:32]=1. The yield is 0.830. (2) The yield is 0.750. The catalyst is CO.O.[C].[Pd]. The product is [NH2:11][CH:12]([CH2:23][CH2:24][P:25]([O:34][CH2:35][CH2:36][CH2:37][CH3:38])([O:27][C:28]1[CH:33]=[CH:32][CH:31]=[CH:30][CH:29]=1)=[O:26])[C:13]([OH:15])=[O:14]. The reactants are C(OC([NH:11][CH:12]([CH2:23][CH2:24][P:25]([O:34][CH2:35][CH2:36][CH2:37][CH3:38])([O:27][C:28]1[CH:33]=[CH:32][CH:31]=[CH:30][CH:29]=1)=[O:26])[C:13]([O:15]CC1C=CC=CC=1)=[O:14])=O)C1C=CC=CC=1.[H][H]. (3) The reactants are [F:1][C:2]1[CH:7]=[CH:6][C:5]([C:8]([C:10]2[N:19]=[C:18]([NH:20][C:21]3[CH:25]=[C:24]([CH3:26])[NH:23][N:22]=3)[C:17]3[C:12](=[CH:13][CH:14]=[CH:15][CH:16]=3)[N:11]=2)=O)=[CH:4][CH:3]=1.[CH:27]1([NH2:30])[CH2:29][CH2:28]1.[BH4-].[Na+].CO. The catalyst is CC(O)C. The product is [CH:27]1([NH:30][CH:8]([C:5]2[CH:6]=[CH:7][C:2]([F:1])=[CH:3][CH:4]=2)[C:10]2[N:19]=[C:18]([NH:20][C:21]3[CH:25]=[C:24]([CH3:26])[NH:23][N:22]=3)[C:17]3[C:12](=[CH:13][CH:14]=[CH:15][CH:16]=3)[N:11]=2)[CH2:29][CH2:28]1. The yield is 0.0900. (4) The reactants are O=S(Cl)[Cl:3].[C:5]([O:8][C:9]1[C:10]([CH3:19])=[C:11]([CH:15]=[C:16]([CH3:18])[CH:17]=1)[C:12](O)=[O:13])(=[O:7])[CH3:6].CN(C=O)C.C([O-])(O)=O.[Na+]. The catalyst is CCCCCCC.C(Cl)Cl. The product is [Cl:3][C:12]([C:11]1[C:10]([CH3:19])=[C:9]([O:8][C:5](=[O:7])[CH3:6])[CH:17]=[C:16]([CH3:18])[CH:15]=1)=[O:13]. The yield is 0.862. (5) The reactants are [F:1][C:2]1[CH:3]=[C:4]([CH:9]=[CH:10][CH:11]=1)[CH2:5][N:6]=[C:7]=[O:8].[Cl:12][CH2:13][C:14]1[N:18]=[C:17]([NH2:19])[S:16][N:15]=1. The catalyst is CN(C1C=CN=CC=1)C.CN1C(=O)CCC1.CCOC(C)=O. The product is [Cl:12][CH2:13][C:14]1[N:18]=[C:17]([NH:19][C:7]([NH:6][CH2:5][C:4]2[CH:9]=[CH:10][CH:11]=[C:2]([F:1])[CH:3]=2)=[O:8])[S:16][N:15]=1. The yield is 0.720.